Dataset: Reaction yield outcomes from USPTO patents with 853,638 reactions. Task: Predict the reaction yield, written as a fraction of the theoretical maximum amount of product (1.0 means a 100% yield; for example, 0.34 means a 34% yield). (1) The reactants are Cl[C:2]1[CH:3]=[CH:4][C:5]2[C:11](=[O:12])[C:10]3[CH:13]=[CH:14][C:15]([O:17][CH2:18][CH2:19][CH2:20][O:21]C(=O)C)=[CH:16][C:9]=3[CH2:8][CH2:7][C:6]=2[CH:25]=1.[F:26][C:27]1[CH:33]=[C:32]([F:34])[CH:31]=[CH:30][C:28]=1[NH2:29].P. The catalyst is C1(C)C=CC=CC=1.C(O)(C)(C)C.CC([O-])=O.CC([O-])=O.[Pd+2]. The product is [F:26][C:27]1[CH:33]=[C:32]([F:34])[CH:31]=[CH:30][C:28]=1[NH:29][C:2]1[CH:3]=[CH:4][C:5]2[C:11](=[O:12])[C:10]3[CH:13]=[CH:14][C:15]([O:17][CH2:18][CH2:19][CH2:20][OH:21])=[CH:16][C:9]=3[CH2:8][CH2:7][C:6]=2[CH:25]=1. The yield is 0.420. (2) The product is [CH:7]1([CH2:10][NH:11][C:4]([CH:1]2[CH2:3][CH2:2]2)=[O:6])[CH2:9][CH2:8]1. The yield is 0.420. The catalyst is CN(C)C=O.C(OCC)(=O)C. The reactants are [CH:1]1([C:4]([OH:6])=O)[CH2:3][CH2:2]1.[CH:7]1([CH2:10][NH2:11])[CH2:9][CH2:8]1.Cl.CN(C)CCCN=C=NCC.ON1C2C=CC=CC=2N=N1. (3) The reactants are [NH2:1][CH2:2][CH2:3][N:4]1[CH2:9][CH2:8][CH:7]([C:10]([O:12][C:13]([CH3:16])([CH3:15])[CH3:14])=[O:11])[CH2:6][CH2:5]1.C(=O)(O)[O-].[Na+].F[C:23]1[CH:28]=[CH:27][CH:26]=[CH:25][C:24]=1[N+:29]([O-:31])=[O:30].CCOC(C)=O. The catalyst is CN(C=O)C. The product is [N+:29]([C:24]1[CH:25]=[CH:26][CH:27]=[CH:28][C:23]=1[NH:1][CH2:2][CH2:3][N:4]1[CH2:9][CH2:8][CH:7]([C:10]([O:12][C:13]([CH3:16])([CH3:15])[CH3:14])=[O:11])[CH2:6][CH2:5]1)([O-:31])=[O:30]. The yield is 0.360. (4) The reactants are [N+:1]([C:4]1[N:9]=[CH:8][C:7]([N:10]2[CH2:13][CH:12]([OH:14])[CH2:11]2)=[CH:6][CH:5]=1)([O-])=O.C(O)C. The catalyst is [Pd].CO. The product is [NH2:1][C:4]1[N:9]=[CH:8][C:7]([N:10]2[CH2:11][CH:12]([OH:14])[CH2:13]2)=[CH:6][CH:5]=1. The yield is 0.700. (5) The reactants are [ClH:1].[C:2]1([S:8]([N:11]2[C:15]3=[N:16][CH:17]=[N:18][C:19]([N:20]4[CH2:25][CH2:24][NH:23][CH2:22][CH2:21]4)=[C:14]3[C:13]([Br:26])=[N:12]2)(=[O:10])=[O:9])[CH:7]=[CH:6][CH:5]=[CH:4][CH:3]=1. The catalyst is CO. The product is [ClH:1].[ClH:1].[C:2]1([S:8]([N:11]2[C:15]3=[N:16][CH:17]=[N:18][C:19]([N:20]4[CH2:21][CH2:22][NH:23][CH2:24][CH2:25]4)=[C:14]3[C:13]([Br:26])=[N:12]2)(=[O:9])=[O:10])[CH:3]=[CH:4][CH:5]=[CH:6][CH:7]=1. The yield is 1.00. (6) The reactants are [CH3:1][C:2]1[CH:7]=[CH:6][CH:5]=[CH:4][C:3]=1[OH:8].[H-].[Na+].[C:11]([O:15][C:16]([N:18]1[CH2:23][CH2:22][C:21]([CH3:30])([CH2:24]OS(C)(=O)=O)[CH2:20][CH2:19]1)=[O:17])([CH3:14])([CH3:13])[CH3:12].O. The catalyst is CN(C)C=O.[I-].C([N+](CCCC)(CCCC)CCCC)CCC.C(OCC)(=O)C. The product is [C:11]([O:15][C:16]([N:18]1[CH2:23][CH2:22][C:21]([CH3:30])([CH2:24][O:8][C:3]2[CH:4]=[CH:5][CH:6]=[CH:7][C:2]=2[CH3:1])[CH2:20][CH2:19]1)=[O:17])([CH3:14])([CH3:12])[CH3:13]. The yield is 0.780. (7) The reactants are Cl[C:2]1[CH:12]=[CH:11][C:5]([C:6]([O:8]CC)=[O:7])=[CH:4][N:3]=1.[OH-].[Li+].C(OC1C=[CH:25][C:21]([C:22](O)=[O:23])=[CH:20]N=1)C. The catalyst is CC(C)CO. The product is [CH2:22]([O:23][C:2]1[CH:12]=[CH:11][C:5]([C:6]([OH:8])=[O:7])=[CH:4][N:3]=1)[CH:21]([CH3:25])[CH3:20]. The yield is 0.250. (8) The yield is 0.860. The catalyst is C1(C)C=CC=CC=1. The product is [CH3:1][N:2]1[C:6]([C@@:7]23[CH2:12][CH2:11][CH2:10][CH2:9][C@@H:8]2[O:13][C:24](=[O:25])[O:14]3)=[CH:5][CH:4]=[N:3]1. The reactants are [CH3:1][N:2]1[C:6]([C@@:7]2([OH:14])[CH2:12][CH2:11][CH2:10][CH2:9][C@@H:8]2[OH:13])=[CH:5][CH:4]=[N:3]1.CN(C1C=CC=CN=1)C.[C:24](N1C=CN=C1)(N1C=CN=C1)=[O:25]. (9) The reactants are [N:1]1([C:7]2[N:12]=[C:11]([N:13]3[CH:18]4[CH2:19][CH2:20][CH:14]3[CH2:15][O:16][CH2:17]4)[N:10]=[C:9]([C:21]3[CH:27]=[CH:26][C:24]([NH2:25])=[CH:23][CH:22]=3)[N:8]=2)[CH2:6][CH2:5][O:4][CH2:3][CH2:2]1.ClC(Cl)(O[C:32](=[O:38])OC(Cl)(Cl)Cl)Cl.[NH2:40][C:41]1[CH:49]=[CH:48][C:44]([CH2:45][CH2:46][OH:47])=[CH:43][CH:42]=1. No catalyst specified. The product is [OH:47][CH2:46][CH2:45][C:44]1[CH:48]=[CH:49][C:41]([NH:40][C:32]([NH:25][C:24]2[CH:26]=[CH:27][C:21]([C:9]3[N:8]=[C:7]([N:1]4[CH2:2][CH2:3][O:4][CH2:5][CH2:6]4)[N:12]=[C:11]([N:13]4[CH:14]5[CH2:20][CH2:19][CH:18]4[CH2:17][O:16][CH2:15]5)[N:10]=3)=[CH:22][CH:23]=2)=[O:38])=[CH:42][CH:43]=1. The yield is 0.330.